From a dataset of Forward reaction prediction with 1.9M reactions from USPTO patents (1976-2016). Predict the product of the given reaction. The product is: [Cl:61][C:46]1[C:47]([NH:50][C@H:51]2[C@H:56]3[CH2:57][C@H:53]([CH:54]=[CH:55]3)[C@H:52]2[C:58]([NH2:60])=[O:59])=[C:48]2[N:49]=[C:66]([C:65]3[CH:68]=[CH:69][C:70]([N:72]4[CH2:73][CH2:74][CH:75]([N:78]5[CH2:83][CH2:82][O:81][CH2:80][CH2:79]5)[CH2:76][CH2:77]4)=[CH:71][C:64]=3[O:63][CH3:62])[NH:42][C:43]2=[N:44][CH:45]=1. Given the reactants FC(F)(F)C(O)=O.ClC1C(N[C@@H]2[C@@H]3C[C@@H](C=C3)[C@@H]2C(N)=O)=C2N=C(C3C=CC(CN4CCOCC4)=CC=3)NC2=NC=1.[NH2:42][C:43]1[C:48]([NH2:49])=[C:47]([NH:50][C@H:51]2[C@H:56]3[CH2:57][C@H:53]([CH:54]=[CH:55]3)[C@H:52]2[C:58]([NH2:60])=[O:59])[C:46]([Cl:61])=[CH:45][N:44]=1.[CH3:62][O:63][C:64]1[CH:71]=[C:70]([N:72]2[CH2:77][CH2:76][CH:75]([N:78]3[CH2:83][CH2:82][O:81][CH2:80][CH2:79]3)[CH2:74][CH2:73]2)[CH:69]=[CH:68][C:65]=1[CH:66]=O, predict the reaction product.